Dataset: Experimental lipophilicity measurements (octanol/water distribution) for 4,200 compounds from AstraZeneca. Task: Regression/Classification. Given a drug SMILES string, predict its absorption, distribution, metabolism, or excretion properties. Task type varies by dataset: regression for continuous measurements (e.g., permeability, clearance, half-life) or binary classification for categorical outcomes (e.g., BBB penetration, CYP inhibition). For this dataset (lipophilicity_astrazeneca), we predict Y. (1) The compound is NC(=O)Nc1sc(-c2cc(F)cc(F)c2)cc1C(=O)N[C@H]1CCCNC1. The Y is 2.18 logD. (2) The drug is Cc1c2c(=O)n(-c3ccccc3Cl)[nH]c2cc(=O)n1Cc1ccccn1. The Y is 0.200 logD. (3) The drug is CCC(=O)O[C@H]1CC[C@H]2[C@@H]3CCC4=CC(=O)CC[C@]4(C)[C@H]3CC[C@]12C. The Y is 3.30 logD. (4) The compound is CN(C)CCOc1ccc(-c2cc(C(N)=O)c(NC(N)=O)s2)cc1. The Y is 1.16 logD. (5) The Y is -0.480 logD. The compound is N#C[C@@H]1CCCN1C(=O)CNC12CC3CC(CC(O)(C3)C1)C2. (6) The compound is CCN(CC)S(=O)(=O)c1ccc(-c2cc(C(F)(F)F)ccc2OCC(=O)O)cc1. The Y is 0.670 logD. (7) The molecule is Fc1ccc(CNc2ncc(Br)c(Nc3cc(C4CC4)[nH]n3)n2)cc1. The Y is 4.28 logD. (8) The drug is O=C(NCCCNc1nc(Nc2cccc(NC(=O)N3CCCC3)c2)ncc1Br)c1cccs1. The Y is 4.13 logD.